From a dataset of Full USPTO retrosynthesis dataset with 1.9M reactions from patents (1976-2016). Predict the reactants needed to synthesize the given product. (1) Given the product [CH2:1]([N:5]([S:15]([C:18]1[CH:23]=[CH:22][C:21]([N+:24]([O-:26])=[O:25])=[CH:20][CH:19]=1)(=[O:17])=[O:16])[C@H:6]([C:12]([OH:14])=[O:13])[CH2:7][CH2:8][CH2:9][CH2:10][NH:11][C:34](=[O:35])[CH:33]=[CH:32][C:31]1[CH:37]=[CH:38][CH:39]=[C:29]([O:28][CH3:27])[CH:30]=1)[CH:2]([CH3:4])[CH3:3], predict the reactants needed to synthesize it. The reactants are: [CH2:1]([N:5]([S:15]([C:18]1[CH:23]=[CH:22][C:21]([N+:24]([O-:26])=[O:25])=[CH:20][CH:19]=1)(=[O:17])=[O:16])[C@H:6]([C:12]([OH:14])=[O:13])[CH2:7][CH2:8][CH2:9][CH2:10][NH2:11])[CH:2]([CH3:4])[CH3:3].[CH3:27][O:28][C:29]1[CH:30]=[C:31]([CH:37]=[CH:38][CH:39]=1)[CH:32]=[CH:33][C:34](O)=[O:35]. (2) Given the product [Cl:19][C:20]1[CH:25]=[CH:24][C:23]([CH2:26][N:7]2[C:8]([CH2:10][CH2:11][C:12]([O:14][CH2:15][CH3:16])=[O:13])=[CH:9][C:5]([O:4][CH:1]([CH3:3])[CH3:2])=[N:6]2)=[C:22]([O:28][CH2:29][CH3:30])[CH:21]=1, predict the reactants needed to synthesize it. The reactants are: [CH:1]([O:4][C:5]1[CH:9]=[C:8]([CH2:10][CH2:11][C:12]([O:14][CH2:15][CH3:16])=[O:13])[NH:7][N:6]=1)([CH3:3])[CH3:2].[H-].[Na+].[Cl:19][C:20]1[CH:25]=[CH:24][C:23]([CH2:26]Cl)=[C:22]([O:28][CH2:29][CH3:30])[CH:21]=1.Cl.